This data is from Catalyst prediction with 721,799 reactions and 888 catalyst types from USPTO. The task is: Predict which catalyst facilitates the given reaction. Reactant: C([Li])CCC.Br[C:7]1[CH:12]=[CH:11][CH:10]=[C:9]([Br:13])[CH:8]=1.O1CCCCC1[O:20][C:21]1[CH:26]=[CH:25][C:24]([C:27](=O)[CH3:28])=[CH:23][CH:22]=1.Cl. Product: [Br:13][C:9]1[CH:8]=[C:7]([C:27]([C:24]2[CH:25]=[CH:26][C:21]([OH:20])=[CH:22][CH:23]=2)=[CH2:28])[CH:12]=[CH:11][CH:10]=1. The catalyst class is: 7.